From a dataset of Forward reaction prediction with 1.9M reactions from USPTO patents (1976-2016). Predict the product of the given reaction. (1) Given the reactants Cl[C:2]1[N:3]=[C:4]2[C:10]3[CH:11]=[CH:12][CH:13]=[CH:14][C:9]=3[NH:8][C:7]3[N:15]=[CH:16][CH:17]=[CH:18][C:6]=3[N:5]2[C:19]=1[C:20]1[CH:25]=[CH:24][C:23]([C:26]2([NH:30][C:31](=[O:37])[O:32][C:33]([CH3:36])([CH3:35])[CH3:34])[CH2:29][CH2:28][CH2:27]2)=[CH:22][CH:21]=1.CC1(C)C(C)(C)OB([C:46]2[CH:58]=[CH:57][C:49]([CH2:50][N:51]3[CH2:56][CH2:55][O:54][CH2:53][CH2:52]3)=[CH:48][CH:47]=2)O1.C([O-])([O-])=O.[Na+].[Na+], predict the reaction product. The product is: [C:33]([O:32][C:31](=[O:37])[NH:30][C:26]1([C:23]2[CH:24]=[CH:25][C:20]([C:19]3[N:5]4[C:6]5[CH:18]=[CH:17][CH:16]=[N:15][C:7]=5[NH:8][C:9]5[CH:14]=[CH:13][CH:12]=[CH:11][C:10]=5[C:4]4=[N:3][C:2]=3[C:46]3[CH:47]=[CH:48][C:49]([CH2:50][N:51]4[CH2:56][CH2:55][O:54][CH2:53][CH2:52]4)=[CH:57][CH:58]=3)=[CH:21][CH:22]=2)[CH2:29][CH2:28][CH2:27]1)([CH3:35])([CH3:34])[CH3:36]. (2) Given the reactants [CH3:1][C:2]1[C:6]([S:7]([NH:10][C@@H:11]([CH2:17][CH2:18][C:19](=[O:36])[N:20]2[CH2:35][CH2:34][C:23]3([CH2:27][N:26]([C:28]4[CH:33]=[CH:32][N:31]=[CH:30][CH:29]=4)[CH2:25][CH2:24]3)[CH2:22][CH2:21]2)[C:12]([O:14]CC)=[O:13])(=[O:9])=[O:8])=[C:5]([CH3:37])[O:4][N:3]=1.[Li+].[OH-], predict the reaction product. The product is: [CH3:1][C:2]1[C:6]([S:7]([NH:10][C@@H:11]([CH2:17][CH2:18][C:19](=[O:36])[N:20]2[CH2:35][CH2:34][C:23]3([CH2:27][N:26]([C:28]4[CH:29]=[CH:30][N:31]=[CH:32][CH:33]=4)[CH2:25][CH2:24]3)[CH2:22][CH2:21]2)[C:12]([OH:14])=[O:13])(=[O:9])=[O:8])=[C:5]([CH3:37])[O:4][N:3]=1.